This data is from Forward reaction prediction with 1.9M reactions from USPTO patents (1976-2016). The task is: Predict the product of the given reaction. Given the reactants [F:1][C:2]1[CH:7]=[CH:6][CH:5]=[C:4]([F:8])[C:3]=1[OH:9].CN1CCCC1=O.[F:17][C:18]1[C:23]([F:24])=[C:22](F)[CH:21]=[CH:20][C:19]=1[N+:26]([O-:28])=[O:27], predict the reaction product. The product is: [F:24][C:23]1[C:18]([F:17])=[C:19]([N+:26]([O-:28])=[O:27])[CH:20]=[CH:21][C:22]=1[O:9][C:3]1[C:2]([F:1])=[CH:7][CH:6]=[CH:5][C:4]=1[F:8].